From a dataset of Full USPTO retrosynthesis dataset with 1.9M reactions from patents (1976-2016). Predict the reactants needed to synthesize the given product. (1) Given the product [CH2:21]([N:19]([CH3:20])[C:7]1[C:6]([C:4]([NH:29][CH2:28][C:27]2[CH:30]=[CH:31][C:24]([F:23])=[CH:25][CH:26]=2)=[O:5])=[C:11]([CH3:12])[CH:10]=[C:9]([N:13]2[CH2:14][CH2:15][O:16][CH2:17][CH2:18]2)[N:8]=1)[CH3:22], predict the reactants needed to synthesize it. The reactants are: C(O[C:4]([C:6]1[C:7]([N:19]([CH2:21][CH3:22])[CH3:20])=[N:8][C:9]([N:13]2[CH2:18][CH2:17][O:16][CH2:15][CH2:14]2)=[CH:10][C:11]=1[CH3:12])=[O:5])C.[F:23][C:24]1[CH:31]=[CH:30][C:27]([CH2:28][NH2:29])=[CH:26][CH:25]=1.[OH-].[Na+].CCOC(C)=O. (2) Given the product [Br:22][C:23]1[CH:24]=[CH:25][C:26]([NH:7][C:8]2[CH:9]=[CH:10][C:11]([C:14]([N:16]3[CH2:17][CH2:18][O:19][CH2:20][CH2:21]3)=[O:15])=[CH:12][CH:13]=2)=[C:27]([CH:30]=1)[C:28]#[N:29], predict the reactants needed to synthesize it. The reactants are: CC([O-])(C)C.[K+].[NH2:7][C:8]1[CH:13]=[CH:12][C:11]([C:14]([N:16]2[CH2:21][CH2:20][O:19][CH2:18][CH2:17]2)=[O:15])=[CH:10][CH:9]=1.[Br:22][C:23]1[CH:24]=[CH:25][C:26](F)=[C:27]([CH:30]=1)[C:28]#[N:29]. (3) Given the product [F:18][C:14]1[CH:15]=[C:16]2[C:11](=[CH:12][CH:13]=1)[N:10]=[CH:9][C:8]([C:6]([OH:7])=[O:5])=[CH:17]2, predict the reactants needed to synthesize it. The reactants are: [OH-].[Na+].C([O:5][C:6]([C:8]1[CH:9]=[N:10][C:11]2[C:16]([CH:17]=1)=[CH:15][C:14]([F:18])=[CH:13][CH:12]=2)=[O:7])C.CO.Cl. (4) Given the product [OH:39][CH2:38][CH2:37][NH:36][C:26]([C:25]1[C:20]2[N:19]=[C:18]([CH2:29][CH2:30][CH3:31])[N:17]([CH2:16][C:14]3[CH:13]=[CH:12][C:11]4/[C:5](=[C:3](\[C:1]#[N:2])/[CH3:4])/[C:6]5[CH:35]=[CH:34][CH:33]=[CH:32][C:7]=5[O:8][CH2:9][C:10]=4[CH:15]=3)[C:21]=2[CH:22]=[CH:23][CH:24]=1)=[O:27], predict the reactants needed to synthesize it. The reactants are: [C:1](/[C:3](=[C:5]1/[C:6]2[CH:35]=[CH:34][CH:33]=[CH:32][C:7]=2[O:8][CH2:9][C:10]2[CH:15]=[C:14]([CH2:16][N:17]3[C:21]4[CH:22]=[CH:23][CH:24]=[C:25]([C:26](O)=[O:27])[C:20]=4[N:19]=[C:18]3[CH2:29][CH2:30][CH3:31])[CH:13]=[CH:12][C:11]/1=2)/[CH3:4])#[N:2].[NH2:36][CH2:37][CH2:38][OH:39].C(N=C=NCCCN(C)C)C.ON1C2C=CC=CC=2N=N1.C(=O)([O-])O.[Na+]. (5) Given the product [F:43][C:40]([F:41])([F:42])[C:37]1[CH:38]=[CH:39][C:34]([CH2:33][NH:32][C:44]2[N:45]=[CH:46][C:47]([C:50]([C:2]3[C:10]4[C:5](=[N:6][CH:7]=[CH:8][CH:9]=4)[N:4]([Si:11]([CH:18]([CH3:20])[CH3:19])([CH:15]([CH3:17])[CH3:16])[CH:12]([CH3:14])[CH3:13])[CH:3]=3)([OH:52])[CH3:51])=[CH:48][CH:49]=2)=[CH:35][CH:36]=1, predict the reactants needed to synthesize it. The reactants are: I[C:2]1[C:10]2[C:5](=[N:6][CH:7]=[CH:8][CH:9]=2)[N:4]([Si:11]([CH:18]([CH3:20])[CH3:19])([CH:15]([CH3:17])[CH3:16])[CH:12]([CH3:14])[CH3:13])[CH:3]=1.C([Mg]Cl)(C)C.C(OC(=O)[N:32]([C:44]1[CH:49]=[CH:48][C:47]([C:50](=[O:52])[CH3:51])=[CH:46][N:45]=1)[CH2:33][C:34]1[CH:39]=[CH:38][C:37]([C:40]([F:43])([F:42])[F:41])=[CH:36][CH:35]=1)(C)(C)C. (6) Given the product [CH3:8][S:9]([O:5][CH2:4][C:1]1([CH2:6][OH:7])[CH2:3][CH2:2]1)(=[O:11])=[O:10], predict the reactants needed to synthesize it. The reactants are: [C:1]1([CH2:6][OH:7])([CH2:4][OH:5])[CH2:3][CH2:2]1.[CH3:8][S:9](Cl)(=[O:11])=[O:10]. (7) Given the product [CH2:16]([O:18][C:19](=[O:25])[CH2:20][S:21](=[O:23])(=[O:22])[NH:6][C:5]1[CH:7]=[CH:8][C:2]([I:1])=[CH:3][CH:4]=1)[CH3:17], predict the reactants needed to synthesize it. The reactants are: [I:1][C:2]1[CH:8]=[CH:7][C:5]([NH2:6])=[CH:4][CH:3]=1.C(N(CC)CC)C.[CH2:16]([O:18][C:19](=[O:25])[CH2:20][S:21](Cl)(=[O:23])=[O:22])[CH3:17].Cl.